This data is from Forward reaction prediction with 1.9M reactions from USPTO patents (1976-2016). The task is: Predict the product of the given reaction. (1) Given the reactants [CH3:1][O:2][N:3]=[C:4]1[C:12]2[CH:11]=[CH:10][N:9]=N[C:7]=2[O:6][CH2:5]1.O1C2=CN=CC=C2C(=O)[CH2:14]1, predict the reaction product. The product is: [CH3:1][O:2][N:3]=[C:4]1[C:12]2[C:7](=[CH:14][N:9]=[CH:10][CH:11]=2)[O:6][CH2:5]1. (2) Given the reactants [C:1]([C:9]1[C:10]([O:19][CH:20]([CH3:28])[CH2:21][CH2:22]OS(C)(=O)=O)=[CH:11][C:12]2[C:17]([CH:18]=1)=[CH:16][CH:15]=[CH:14][CH:13]=2)(=[O:8])[C:2]1[CH:7]=[CH:6][CH:5]=[CH:4][CH:3]=1.C[O:30][C:31](=[O:42])[CH2:32][CH2:33][C:34]1[CH:39]=[CH:38][C:37]([SH:40])=[CH:36][C:35]=1[CH3:41].C(=O)([O-])[O-].[Cs+].[Cs+].[OH-].[Na+], predict the reaction product. The product is: [C:1]([C:9]1[C:10]([O:19][CH:20]([CH3:28])[CH2:21][CH2:22][S:40][C:37]2[CH:38]=[CH:39][C:34]([CH2:33][CH2:32][C:31]([OH:30])=[O:42])=[C:35]([CH3:41])[CH:36]=2)=[CH:11][C:12]2[C:17]([CH:18]=1)=[CH:16][CH:15]=[CH:14][CH:13]=2)(=[O:8])[C:2]1[CH:7]=[CH:6][CH:5]=[CH:4][CH:3]=1. (3) Given the reactants O[CH:2]1O[C:5](=[O:7])[CH:4]=[C:3]1[CH3:8].Cl.[NH:10]([CH2:12][C:13]([O:15][CH2:16][CH3:17])=[O:14])[NH2:11], predict the reaction product. The product is: [CH2:16]([O:15][C:13](=[O:14])[CH2:12][N:10]1[C:5](=[O:7])[CH:4]=[C:3]([CH3:8])[CH:2]=[N:11]1)[CH3:17]. (4) Given the reactants C([O:3][C:4](=[O:26])[CH2:5][O:6][C:7]1[CH:12]=[C:11](Cl)[CH:10]=[CH:9][C:8]=1[C:14](=[O:25])[NH:15][CH2:16][C:17]1[CH:22]=[CH:21][C:20]([Br:23])=[CH:19][C:18]=1[F:24])C.[OH-].[Na+].Cl.[CH2:30]([OH:32])C, predict the reaction product. The product is: [Br:23][C:20]1[CH:21]=[CH:22][C:17]([CH2:16][NH:15][C:14]([C:8]2[CH:9]=[CH:10][C:11]([O:32][CH3:30])=[CH:12][C:7]=2[O:6][CH2:5][C:4]([OH:3])=[O:26])=[O:25])=[C:18]([F:24])[CH:19]=1. (5) The product is: [CH3:1][O:2][C:3]1[CH:4]=[C:5]([B:19]([OH:20])[OH:23])[CH:6]=[C:7](/[CH:9]=[CH:10]/[C:11]2[CH:12]=[CH:13][C:14]([O:17][CH3:18])=[CH:15][CH:16]=2)[CH:8]=1. Given the reactants [CH3:1][O:2][C:3]1[CH:4]=[C:5]([B:19]2[O:23]C(C)(C)C(C)(C)[O:20]2)[CH:6]=[C:7](/[CH:9]=[CH:10]/[C:11]2[CH:16]=[CH:15][C:14]([O:17][CH3:18])=[CH:13][CH:12]=2)[CH:8]=1, predict the reaction product. (6) Given the reactants [H-].[Na+].[C:3]([O:11][CH2:12][CH3:13])(=[O:10])[CH2:4][C:5]([O:7][CH2:8][CH3:9])=[O:6].Br[C:15]1[CH:20]=[CH:19][N:18]=[C:17]2[CH:21]=[CH:22][S:23][C:16]=12, predict the reaction product. The product is: [CH2:12]([O:11][C:3](=[O:10])[CH:4]([C:15]1[CH:20]=[CH:19][N:18]=[C:17]2[CH:21]=[CH:22][S:23][C:16]=12)[C:5]([O:7][CH2:8][CH3:9])=[O:6])[CH3:13]. (7) Given the reactants Br[C:2]1[CH:11]=[CH:10][CH:9]=[C:8]2[C:3]=1[CH:4]=[CH:5][C:6](Cl)=[N:7]2.[CH3:13][C:14]1[O:18][C:17]([CH2:19][NH2:20])=[CH:16][CH:15]=1.[CH3:21][O:22][C:23]1[CH:30]=[CH:29][CH:28]=[CH:27][C:24]=1[CH2:25][NH2:26], predict the reaction product. The product is: [CH3:21][O:22][C:23]1[CH:30]=[CH:29][CH:28]=[CH:27][C:24]=1[CH2:25][NH:26][C:2]1[C:3]2[CH:4]=[CH:5][C:6]([NH:20][CH2:19][C:17]3[O:18][C:14]([CH3:13])=[CH:15][CH:16]=3)=[N:7][C:8]=2[CH:9]=[CH:10][CH:11]=1.